The task is: Predict the reactants needed to synthesize the given product.. This data is from Full USPTO retrosynthesis dataset with 1.9M reactions from patents (1976-2016). (1) Given the product [Cl:31][C:27]1[CH:26]=[CH:25][C:24]([CH:14]([C@@H:13]([CH3:20])[C:12]([F:21])([F:22])[F:11])[C:15]([O:17][CH2:18][CH3:19])=[O:16])=[CH:29][C:28]=1[CH3:30], predict the reactants needed to synthesize it. The reactants are: C[Si](C)(C)[N-][Si](C)(C)C.[Li+].[F:11][C:12]([F:22])([F:21])[C@H:13]([CH3:20])[CH2:14][C:15]([O:17][CH2:18][CH3:19])=[O:16].Br[C:24]1[CH:25]=[CH:26][C:27]([Cl:31])=[C:28]([CH3:30])[CH:29]=1. (2) The reactants are: [Cl:1][C:2]1[CH:7]=[CH:6][CH:5]=[CH:4][C:3]=1[N:8]1[C:16]2[CH2:15][CH2:14][N:13]([N:17]3[CH2:22][CH2:21][CH2:20][CH2:19][CH2:18]3)[C:12](=[O:23])[C:11]=2[C:10]([CH3:24])=[C:9]1[C:25]1[CH:30]=[CH:29][C:28]([OH:31])=[CH:27][CH:26]=1.C(N(CC)CC)C.[F:39][C:40]([F:48])([F:47])[CH2:41][CH2:42][S:43](Cl)(=[O:45])=[O:44]. Given the product [Cl:1][C:2]1[CH:7]=[CH:6][CH:5]=[CH:4][C:3]=1[N:8]1[C:16]2[CH2:15][CH2:14][N:13]([N:17]3[CH2:18][CH2:19][CH2:20][CH2:21][CH2:22]3)[C:12](=[O:23])[C:11]=2[C:10]([CH3:24])=[C:9]1[C:25]1[CH:26]=[CH:27][C:28]([O:31][S:43]([CH2:42][CH2:41][C:40]([F:48])([F:47])[F:39])(=[O:45])=[O:44])=[CH:29][CH:30]=1, predict the reactants needed to synthesize it. (3) The reactants are: N#N.[CH3:3][C:4]1([CH2:9][CH2:10][CH2:11][CH2:12][N:13]2[N:17]=[C:16]([N+:18]([O-])=O)[CH:15]=[N:14]2)[O:8][CH2:7][CH2:6][O:5]1.[NH4+].[Cl-]. Given the product [CH3:3][C:4]1([CH2:9][CH2:10][CH2:11][CH2:12][N:13]2[N:17]=[C:16]([NH2:18])[CH:15]=[N:14]2)[O:8][CH2:7][CH2:6][O:5]1, predict the reactants needed to synthesize it. (4) Given the product [C:20]([S@@:23]([NH:25][C@H:26]([C:2]1[CH:10]=[CH:9][C:8]([Cl:11])=[CH:7][C:3]=1[C:4]([OH:6])=[O:5])[CH:27]([CH3:29])[CH3:28])=[O:24])([CH3:22])([CH3:21])[CH3:19], predict the reactants needed to synthesize it. The reactants are: Br[C:2]1[CH:10]=[CH:9][C:8]([Cl:11])=[CH:7][C:3]=1[C:4]([OH:6])=[O:5].[Li]CCCC.N#N.[CH3:19][C:20]([S@@:23]([N:25]=[CH:26][CH:27]([CH3:29])[CH3:28])=[O:24])([CH3:22])[CH3:21]. (5) Given the product [Cl:35][C:29]1[CH:30]=[C:31]([F:34])[CH:32]=[CH:33][C:28]=1[C@@H:19]1[N:20]=[C:21]([C:23]2[S:24][CH:25]=[CH:26][N:27]=2)[NH:22][C:17]([CH2:16][N:6]2[CH2:7][C:3]([F:2])([F:14])[CH2:4][C@H:5]2[CH:8]([CH3:13])[CH2:9][C:10]([OH:12])=[O:11])=[C:18]1[C:36]([O:38][CH3:39])=[O:37], predict the reactants needed to synthesize it. The reactants are: Cl.[F:2][C:3]1([F:14])[CH2:7][NH:6][C@H:5]([CH:8]([CH3:13])[CH2:9][C:10]([OH:12])=[O:11])[CH2:4]1.Br[CH2:16][C:17]1[NH:22][C:21]([C:23]2[S:24][CH:25]=[CH:26][N:27]=2)=[N:20][C@@H:19]([C:28]2[CH:33]=[CH:32][C:31]([F:34])=[CH:30][C:29]=2[Cl:35])[C:18]=1[C:36]([O:38][CH3:39])=[O:37].C(=O)([O-])[O-].[K+].[K+].